Dataset: Catalyst prediction with 721,799 reactions and 888 catalyst types from USPTO. Task: Predict which catalyst facilitates the given reaction. Reactant: [Cl-].[CH3:2][S+](C)(C)=O.[OH-:7].[Na+].O1[CH2:14][CH2:13][C:12](=[O:15])[CH2:11][CH2:10]1.[I-:16].[Na+].Cl. Product: [I:16][CH2:2][C:12]1([OH:15])[CH2:13][CH2:14][O:7][CH2:10][CH2:11]1. The catalyst class is: 54.